Predict the reactants needed to synthesize the given product. From a dataset of Full USPTO retrosynthesis dataset with 1.9M reactions from patents (1976-2016). (1) Given the product [C:3]([C:5]1[C:10]2[N:11]=[C:12]([NH:14][CH2:15][CH2:16][CH2:17][C:18]([OH:20])=[O:19])[O:13][C:9]=2[C:8]([N:23]2[CH2:27][CH2:26][C@H:25]([N:28]([CH3:29])[CH3:30])[CH2:24]2)=[C:7]([C:31]2[CH:32]=[CH:33][CH:34]=[CH:35][CH:36]=2)[C:6]=1[CH3:37])#[N:4], predict the reactants needed to synthesize it. The reactants are: [OH-].[Na+].[C:3]([C:5]1[C:10]2[N:11]=[C:12]([NH:14][CH2:15][CH2:16][CH2:17][C:18]([O:20]CC)=[O:19])[O:13][C:9]=2[C:8]([N:23]2[CH2:27][CH2:26][C@H:25]([N:28]([CH3:30])[CH3:29])[CH2:24]2)=[C:7]([C:31]2[CH:36]=[CH:35][CH:34]=[CH:33][CH:32]=2)[C:6]=1[CH3:37])#[N:4].Cl. (2) Given the product [NH2:12][C:11]1[C:2]([Cl:1])=[N:3][C:4]2[C:9]([C:10]=1[NH:15][CH2:16][C:17]([CH3:18])([OH:19])[CH3:20])=[CH:8][CH:7]=[CH:6][CH:5]=2, predict the reactants needed to synthesize it. The reactants are: [Cl:1][C:2]1[C:11]([N+:12]([O-])=O)=[C:10]([NH:15][CH2:16][C:17]([CH3:20])([OH:19])[CH3:18])[C:9]2[C:4](=[CH:5][CH:6]=[CH:7][CH:8]=2)[N:3]=1.C(N(CC)CC)C.[O-]S(S([O-])=O)=O.[Na+].[Na+].Cl. (3) The reactants are: N[C:2]1[CH:7]=[CH:6][C:5]([S:8][CH2:9][C:10]2[CH:15]=[CH:14][CH:13]=[CH:12][CH:11]=2)=[CH:4][C:3]=1/[CH:16]=[CH:17]/[C:18]([O:20][CH2:21][CH3:22])=[O:19].O.C1(C)C=CC(S(O)(=O)=O)=CC=1.N([O-])=O.[Na+].[I-:39].[K+]. Given the product [CH2:21]([O:20][C:18](=[O:19])[CH:17]=[CH:16][C:3]1[CH:4]=[C:5]([S:8][CH2:9][C:10]2[CH:15]=[CH:14][CH:13]=[CH:12][CH:11]=2)[CH:6]=[CH:7][C:2]=1[I:39])[CH3:22], predict the reactants needed to synthesize it. (4) Given the product [NH2:14][C:10]1[CH2:11][O:12][CH2:13][C@:8]([C:6]2[CH:7]=[C:2]([NH:29][C:27]([C:24]3[C:23]([CH3:30])=[CH:22][C:21]([C:19]#[N:20])=[CH:26][N:25]=3)=[O:28])[CH:3]=[CH:4][C:5]=2[F:18])([CH:15]([F:17])[F:16])[N:9]=1, predict the reactants needed to synthesize it. The reactants are: Br[C:2]1[CH:3]=[CH:4][C:5]([F:18])=[C:6]([C@:8]2([CH:15]([F:17])[F:16])[CH2:13][O:12][CH2:11][C:10]([NH2:14])=[N:9]2)[CH:7]=1.[C:19]([C:21]1[CH:22]=[C:23]([CH3:30])[C:24]([C:27]([NH2:29])=[O:28])=[N:25][CH:26]=1)#[N:20].CNCCNC. (5) Given the product [F:1][C:2]1[CH:7]=[C:6]([O:8][CH2:9][CH:10]2[CH2:15][CH2:14][N:13]([CH2:16][C:17]([F:20])([CH3:19])[CH3:18])[CH2:12][CH2:11]2)[CH:5]=[CH:4][C:3]=1[C:21]1[C:26]([C:50]([N:30]2[CH2:34][CH2:33][CH2:32][C@H:31]2[C:35]([NH2:37])=[O:36])=[O:51])=[CH:25][CH:24]=[CH:23][CH:22]=1, predict the reactants needed to synthesize it. The reactants are: [F:1][C:2]1[CH:7]=[C:6]([O:8][CH2:9][CH:10]2[CH2:15][CH2:14][N:13]([CH2:16][C:17]([F:20])([CH3:19])[CH3:18])[CH2:12][CH2:11]2)[CH:5]=[CH:4][C:3]=1[C:21]1[CH:26]=[CH:25][C:24](C(O)=O)=[CH:23][CH:22]=1.[NH:30]1[CH2:34][CH2:33][CH2:32][C@H:31]1[C:35]([NH2:37])=[O:36].CCN(CC)CC.[NH4+].[Cl-].CN([CH:50]=[O:51])C. (6) Given the product [CH3:1][C:2]1[CH:3]=[CH:4][C:5]([S:8]([N:11]([C@H:16]([C:41]([O:43][CH3:44])=[O:42])[CH2:17][CH2:18][CH2:19][CH2:20][NH:21][C:22]([C@@H:24]([NH:32][S:33]([C:36]2[S:40][CH:39]=[CH:38][CH:37]=2)(=[O:34])=[O:35])[CH2:25][C:26]2[CH:31]=[CH:30][CH:29]=[CH:28][CH:27]=2)=[O:23])[CH2:12][CH:13]([CH3:15])[CH3:14])(=[O:9])=[O:10])=[CH:6][CH:7]=1, predict the reactants needed to synthesize it. The reactants are: [CH3:1][C:2]1[CH:7]=[CH:6][C:5]([S:8]([N:11]([C@H:16]([C:41]([OH:43])=[O:42])[CH2:17][CH2:18][CH2:19][CH2:20][NH:21][C:22]([C@@H:24]([NH:32][S:33]([C:36]2[S:40][CH:39]=[CH:38][CH:37]=2)(=[O:35])=[O:34])[CH2:25][C:26]2[CH:31]=[CH:30][CH:29]=[CH:28][CH:27]=2)=[O:23])[CH2:12][CH:13]([CH3:15])[CH3:14])(=[O:10])=[O:9])=[CH:4][CH:3]=1.[CH2:44]1CCC(N=C=NC2CCCCC2)CC1. (7) Given the product [F:1][C:2]1[CH:7]=[CH:6][C:5]([C:18]([C:20]([F:23])([F:22])[F:21])=[CH2:19])=[CH:4][C:3]=1[C:13]([F:14])([F:15])[F:16], predict the reactants needed to synthesize it. The reactants are: [F:1][C:2]1[CH:7]=[CH:6][C:5](B2OCCO2)=[CH:4][C:3]=1[C:13]([F:16])([F:15])[F:14].Br[C:18]([C:20]([F:23])([F:22])[F:21])=[CH2:19].C([O-])([O-])=O.[K+].[K+]. (8) Given the product [C:1]([O:5][C@@H:6]([C:11]1[C:40]([CH3:41])=[C:39]([CH3:42])[C:38]2=[N:43][C:35]3=[CH:36][N:37]2[C:12]=1[N:13]1[CH2:14][CH2:15][C:16]([CH3:50])([O:17][CH2:18][CH2:19][CH2:20][CH2:21][C@H:22]([CH3:47])[O:23][C:24]2[CH:25]=[C:26]([F:46])[CH:27]=[C:28]([F:45])[C:29]=2[C:30]2[CH:44]=[C:34]3[CH:33]=[CH:32][CH:31]=2)[CH2:48][CH2:49]1)[C:7]([O:9][CH3:10])=[O:8])([CH3:4])([CH3:2])[CH3:3], predict the reactants needed to synthesize it. The reactants are: [C:1]([O:5][C@@H:6]([C:11]1[C:40]([CH3:41])=[C:39]([CH3:42])[C:38]2=[N:43][C:35]3=[CH:36][N:37]2[C:12]=1[N:13]1[CH2:49][CH2:48][C:16]([CH3:50])([O:17][CH2:18][CH:19]=[CH:20][CH2:21][C@H:22]([CH3:47])[O:23][C:24]2[CH:25]=[C:26]([F:46])[CH:27]=[C:28]([F:45])[C:29]=2[C:30]2[CH:44]=[C:34]3[CH:33]=[CH:32][CH:31]=2)[CH2:15][CH2:14]1)[C:7]([O:9][CH3:10])=[O:8])([CH3:4])([CH3:3])[CH3:2].C(O[C@@H](C1C(C)=CC2=NC3=CN2C=1N1CCC(C)(OCCCC[C@H](C)OC2C=C(F)C=CC=2C2C=C3C=CC=2)CC1)C(OC)=O)(C)(C)C. (9) Given the product [Cl:8][C:5]1[N:4]=[C:3]([O:9][CH3:10])[C:2]([CH:19]([CH3:20])[C:17]#[N:18])=[CH:7][CH:6]=1, predict the reactants needed to synthesize it. The reactants are: Br[C:2]1[C:3]([O:9][CH3:10])=[N:4][C:5]([Cl:8])=[CH:6][CH:7]=1.CC([O-])(C)C.[Na+].[C:17]([CH2:19][C:20](OC(C)(C)C)=O)#[N:18]. (10) Given the product [Cl:8][C:7]1[C:6]([N:9]2[CH2:14][CH2:13][N:12]([CH3:15])[CH2:11][CH2:10]2)=[CH:5][N:4]=[N:3][C:2]=1[NH:17][NH2:18], predict the reactants needed to synthesize it. The reactants are: Cl[C:2]1[N:3]=[N:4][CH:5]=[C:6]([N:9]2[CH2:14][CH2:13][N:12]([CH3:15])[CH2:11][CH2:10]2)[C:7]=1[Cl:8].O.[NH2:17][NH2:18].